Task: Predict the reaction yield, written as a fraction of the theoretical maximum amount of product (1.0 means a 100% yield; for example, 0.34 means a 34% yield).. Dataset: Reaction yield outcomes from USPTO patents with 853,638 reactions The reactants are [Cl:1][C:2]1[CH:3]=[C:4]([NH:9][C:10]([N:12]2[CH2:17][CH2:16][N:15]([CH2:18][C@@H:19]3[O:24][CH2:23][CH2:22][N:21](C(OC(C)(C)C)=O)[CH2:20]3)[CH2:14][CH2:13]2)=[O:11])[CH:5]=[CH:6][C:7]=1[F:8].C(O)(C(F)(F)F)=O. The catalyst is ClCCl. The product is [Cl:1][C:2]1[CH:3]=[C:4]([NH:9][C:10]([N:12]2[CH2:17][CH2:16][N:15]([CH2:18][C@@H:19]3[O:24][CH2:23][CH2:22][NH:21][CH2:20]3)[CH2:14][CH2:13]2)=[O:11])[CH:5]=[CH:6][C:7]=1[F:8]. The yield is 1.00.